Dataset: Forward reaction prediction with 1.9M reactions from USPTO patents (1976-2016). Task: Predict the product of the given reaction. (1) Given the reactants [O:1]1[C:9]2[C:4](=[N:5][CH:6]=[C:7]([OH:10])[CH:8]=2)[O:3][CH2:2]1.C([Mg]Cl)(C)C.[F:16][C:17]([F:36])([F:35])[C:18]1[O:22][C:21]([CH2:23][N:24]2[C:32]3[C:27](=[CH:28][CH:29]=[CH:30][CH:31]=3)[C:26](=[O:33])[C:25]2=[O:34])=[CH:20][CH:19]=1, predict the reaction product. The product is: [OH:33][C:26]1([C:6]2[N:5]=[C:4]3[O:3][CH2:2][O:1][C:9]3=[CH:8][C:7]=2[OH:10])[C:27]2[C:32](=[CH:31][CH:30]=[CH:29][CH:28]=2)[N:24]([CH2:23][C:21]2[O:22][C:18]([C:17]([F:35])([F:16])[F:36])=[CH:19][CH:20]=2)[C:25]1=[O:34]. (2) Given the reactants [NH2:1][C:2]1[N:3]=[N:4][C:5]([I:8])=[CH:6][CH:7]=1.C([O:12][CH2:13][C:14](=O)[CH2:15]Cl)(=O)C.C(=O)([O-])O.[Na+], predict the reaction product. The product is: [I:8][C:5]1[CH:6]=[CH:7][C:2]2[N:3]([CH:15]=[C:14]([CH2:13][OH:12])[N:1]=2)[N:4]=1. (3) The product is: [CH:21]1([NH:20][C:18]2[N:17]3[N:24]=[CH:25][C:26]([CH:27]=[O:28])=[C:16]3[N:15]=[C:14]([C:11]3[CH:10]=[C:9]([CH2:8][N:29]4[CH2:33][CH2:32][CH2:31][CH2:30]4)[S:13][CH:12]=3)[CH:19]=2)[CH2:23][CH2:22]1. Given the reactants C(=O)([O-])[O-].[K+].[K+].Br[CH2:8][C:9]1[S:13][CH:12]=[C:11]([C:14]2[CH:19]=[C:18]([NH:20][CH:21]3[CH2:23][CH2:22]3)[N:17]3[N:24]=[CH:25][C:26]([CH:27]=[O:28])=[C:16]3[N:15]=2)[CH:10]=1.[NH:29]1[CH2:33][CH2:32][CH2:31][CH2:30]1.O, predict the reaction product. (4) Given the reactants [Cl:1][C:2]1[CH:7]=[CH:6][C:5]([NH:8][CH2:9][CH:10]2[CH2:15][S:14][CH2:13][CH:12]([C:16]3[CH:21]=[CH:20][C:19]([O:22][CH3:23])=[C:18]([O:24][CH3:25])[CH:17]=3)[NH:11]2)=[CH:4][C:3]=1[O:26][CH3:27].Br[CH:29](Br)[CH3:30].C(N(CC)CC)C, predict the reaction product. The product is: [Cl:1][C:2]1[CH:7]=[CH:6][C:5]([N:8]2[CH2:30][CH2:29][N:11]3[CH:10]([CH2:15][S:14][CH2:13][CH:12]3[C:16]3[CH:21]=[CH:20][C:19]([O:22][CH3:23])=[C:18]([O:24][CH3:25])[CH:17]=3)[CH2:9]2)=[CH:4][C:3]=1[O:26][CH3:27]. (5) The product is: [C:46]([O:45][C:43]([N:12]([CH2:11][CH2:10][C:9]([OH:50])=[O:8])[CH2:13][C:14]([N:16]1[C:24]2[C:19](=[CH:20][C:21]([O:25][CH2:26][C:27]3[CH:32]=[CH:31][C:30]([C:33]4[CH2:38][CH2:37][CH2:36][CH2:35][CH:34]=4)=[C:29]([C:39]([F:42])([F:40])[F:41])[CH:28]=3)=[CH:22][CH:23]=2)[CH2:18][CH2:17]1)=[O:15])=[O:44])([CH3:49])([CH3:47])[CH3:48]. Given the reactants C1COCC1.C([O:8][C:9](=[O:50])[CH2:10][CH2:11][N:12]([C:43]([O:45][C:46]([CH3:49])([CH3:48])[CH3:47])=[O:44])[CH2:13][C:14]([N:16]1[C:24]2[C:19](=[CH:20][C:21]([O:25][CH2:26][C:27]3[CH:32]=[CH:31][C:30]([C:33]4[CH2:38][CH2:37][CH2:36][CH2:35][CH:34]=4)=[C:29]([C:39]([F:42])([F:41])[F:40])[CH:28]=3)=[CH:22][CH:23]=2)[CH2:18][CH2:17]1)=[O:15])C.[OH-].[Na+].Cl, predict the reaction product.